From a dataset of Full USPTO retrosynthesis dataset with 1.9M reactions from patents (1976-2016). Predict the reactants needed to synthesize the given product. (1) The reactants are: CO[C:3](=[O:8])[CH2:4][C:5](=O)[CH3:6].Br[CH2:10][C:11]([C:13]1[CH:18]=[C:17]([F:19])[CH:16]=[CH:15][C:14]=1[O:20][CH3:21])=O.[CH:22]1([CH2:25][NH2:26])[CH2:24][CH2:23]1.[OH:27][C@@H:28]1[CH2:33][CH2:32][CH2:31][CH2:30][C@H:29]1[NH2:34]. Given the product [OH:27][C@@H:28]1[CH2:33][CH2:32][CH2:31][CH2:30][C@H:29]1[NH:34][C:3]([C:4]1[CH:10]=[C:11]([C:13]2[CH:18]=[C:17]([F:19])[CH:16]=[CH:15][C:14]=2[O:20][CH3:21])[N:26]([CH2:25][CH:22]2[CH2:24][CH2:23]2)[C:5]=1[CH3:6])=[O:8], predict the reactants needed to synthesize it. (2) Given the product [CH:26]([N:22]([CH:23]([CH3:25])[CH3:24])[CH2:21][CH2:20][NH:19][C:17](=[O:18])[C@@H:16]([NH:15][C:14]([NH:13][C:10]1[CH:11]=[CH:12][C:7]([O:6][C:5]2[CH:37]=[CH:38][CH:2]=[CH:3][CH:4]=2)=[CH:8][CH:9]=1)=[O:36])[CH2:29][C:30]1[CH:35]=[CH:34][CH:33]=[CH:32][CH:31]=1)([CH3:27])[CH3:28], predict the reactants needed to synthesize it. The reactants are: Cl[C:2]1[CH:38]=[CH:37][C:5]([O:6][C:7]2[CH:12]=[CH:11][C:10]([NH:13][C:14](=[O:36])[NH:15][C@@H:16]([CH2:29][C:30]3[CH:35]=[CH:34][CH:33]=[CH:32][CH:31]=3)[C:17]([NH:19][CH2:20][CH2:21][N:22]([CH:26]([CH3:28])[CH3:27])[CH:23]([CH3:25])[CH3:24])=[O:18])=[CH:9][CH:8]=2)=[CH:4][CH:3]=1.Cl.O1CCOCC1.C(N(CC)CC)C.O(C1C=CC(N=C=O)=CC=1)C1C=CC=CC=1. (3) Given the product [Cl:1][C:2]1[CH:29]=[CH:28][C:5]([O:6][C:7]2[CH:12]=[CH:11][C:10]([C:13]3[C:17]4[CH:18]=[C:19]([O:22][CH3:23])[CH:20]=[CH:21][C:16]=4[O:15][CH:14]=3)=[C:9]([CH2:25][CH2:26][CH3:27])[CH:8]=2)=[CH:4][CH:3]=1, predict the reactants needed to synthesize it. The reactants are: [Cl:1][C:2]1[CH:29]=[CH:28][C:5]([O:6][C:7]2[CH:12]=[CH:11][C:10]([C:13](=O)[CH2:14][O:15][C:16]3[CH:21]=[CH:20][C:19]([O:22][CH3:23])=[CH:18][CH:17]=3)=[C:9]([CH2:25][CH2:26][CH3:27])[CH:8]=2)=[CH:4][CH:3]=1. (4) The reactants are: [Br:1][CH2:2][C@@H:3]1[C@@H:7](O)[CH2:6][N:5]([C:9]([O:11][C:12]([CH3:15])([CH3:14])[CH3:13])=[O:10])[CH2:4]1.C(N(S(F)(F)[F:22])CC)C.C(=O)(O)[O-].[Na+]. Given the product [Br:1][CH2:2][C@@H:3]1[C@H:7]([F:22])[CH2:6][N:5]([C:9]([O:11][C:12]([CH3:15])([CH3:14])[CH3:13])=[O:10])[CH2:4]1, predict the reactants needed to synthesize it. (5) Given the product [NH2:2][C:1]1[NH:16][N:15]=[C:9]([S:10][CH3:11])[C:3]=1[C:4]([O:6][CH2:7][CH3:8])=[O:5], predict the reactants needed to synthesize it. The reactants are: [C:1]([C:3](=[C:9](SC)[S:10][CH3:11])[C:4]([O:6][CH2:7][CH3:8])=[O:5])#[N:2].Cl.[NH2:15][NH2:16].C([O-])(=O)C.[Na+].